Binary Classification. Given a T-cell receptor sequence (or CDR3 region) and an epitope sequence, predict whether binding occurs between them. From a dataset of TCR-epitope binding with 47,182 pairs between 192 epitopes and 23,139 TCRs. (1) The TCR CDR3 sequence is CASSEESGRGYEQYF. The epitope is QYDPVAALF. Result: 0 (the TCR does not bind to the epitope). (2) The epitope is CINGVCWTV. The TCR CDR3 sequence is CASRDSNYGYTF. Result: 0 (the TCR does not bind to the epitope). (3) The epitope is KEIDRLNEV. The TCR CDR3 sequence is CASSSRGYYEQYF. Result: 0 (the TCR does not bind to the epitope). (4) The epitope is EHPTFTSQYRIQGKL. The TCR CDR3 sequence is CASSAGTSGQETQYF. Result: 0 (the TCR does not bind to the epitope). (5) The epitope is FLNGSCGSV. The TCR CDR3 sequence is CASSLQQGSFGYTF. Result: 1 (the TCR binds to the epitope).